Predict the product of the given reaction. From a dataset of Forward reaction prediction with 1.9M reactions from USPTO patents (1976-2016). Given the reactants [F:1][CH:2]([F:34])[O:3][C:4]1[CH:5]=[C:6]([N:14]([CH2:27][C:28]2[CH:29]=[N:30][CH:31]=[CH:32][CH:33]=2)[C:15]2[CH:16]=[C:17]([CH:21]([N:24]=[N+]=[N-])[CH2:22][OH:23])[CH:18]=[CH:19][CH:20]=2)[CH:7]=[CH:8][C:9]=1[O:10][CH:11]([F:13])[F:12].O.O.[Sn](Cl)(Cl)(Cl)Cl, predict the reaction product. The product is: [F:34][CH:2]([F:1])[O:3][C:4]1[CH:5]=[C:6]([N:14]([CH2:27][C:28]2[CH:29]=[N:30][CH:31]=[CH:32][CH:33]=2)[C:15]2[CH:16]=[C:17]([CH:21]([NH2:24])[CH2:22][OH:23])[CH:18]=[CH:19][CH:20]=2)[CH:7]=[CH:8][C:9]=1[O:10][CH:11]([F:13])[F:12].